From a dataset of Experimentally validated miRNA-target interactions with 360,000+ pairs, plus equal number of negative samples. Binary Classification. Given a miRNA mature sequence and a target amino acid sequence, predict their likelihood of interaction. (1) The miRNA is hsa-miR-1976 with sequence CCUCCUGCCCUCCUUGCUGU. The protein sequence of the target gene is MPQLYIYIRLLGAYLFIISRVQGQNLDSMLHGTGMKSDSDQKKSENGVTLAPEDTLPFLKCYCSGHCPDDAINNTCITNGHCFAIIEEDDQGETTLASGCMKYEGSDFQCKDSPKAQLRRTIECCRTNLCNQYLQPTLPPVVIGPFFDGSIRWLVLLISMAVCIIAMIIFSSCFCYKHYCKSISSRRRYNRDLEQDEAFIPVGESLKDLIDQSQSSGSGSGLPLLVQRTIAKQIQMVRQVGKGRYGEVWMGKWRGEKVAVKVFFTTEEASWFRETEIYQTVLMRHENILGFIAADIKGTG.... Result: 1 (interaction). (2) The miRNA is hsa-miR-6743-3p with sequence AGCCGCUCUUCUCCCUGCCCACA. The protein sequence of the target gene is MAPSPQACTSPLLLLLLPCLGAGPALGRGLPRPLENSEPHMIPSESQTFDLFWEKLRNESSWHSGDPQARAEGPKKPADPYLGPALHGPKAAPGVQGERLLRADDLQLARAFTSQGWTGPPDSQELLEPEAPEPHPVRAPRLTLVTTTPSSLLSAAILSTASQKPGGTAGQQPARNEELIMVKAETHITQASPWDFQGSSHTPVPETDAVRTLVLGKQGGHEQGFQEAVQGPLLTQQDPVVPGVGSTPPVKVESTPEPGAQLDLALVRSLPLPEGLPAEPPKTGAGDTWEVSSLGPQPEQ.... Result: 0 (no interaction). (3) The miRNA is hsa-miR-5091 with sequence ACGGAGACGACAAGACUGUGCUG. The protein sequence of the target gene is MHRDAWLPRPAFSLTGLSLFFSLVPSGRSMEVTVPTTLSVLNGSDTRLPCTFNSCYTVNHKQFSLNWTYQECSNCSEEMFLQFRMKIINLKLERFGDRVEFSGNPSKYDVSVTLKNVQLEDEGIYNCYITNPPDRHRGHGKIYLQVLLEVPPERDSTVAVIVGASVGGFLAVVILVLMVVKCVRRKKEQKLSTDDLKTEEEGKTDGEGNAEDGAK. Result: 0 (no interaction). (4) The miRNA is hsa-miR-2467-3p with sequence AGCAGAGGCAGAGAGGCUCAGG. The protein sequence of the target gene is MSTKKSPEELKRIFEKYAAKEGDPDQLSKDELKLLIQAEFPSLLKGPNTLDDLFQELDKNGDGEVSFEEFQVLVKKISQ. Result: 0 (no interaction). (5) The miRNA is hsa-miR-572 with sequence GUCCGCUCGGCGGUGGCCCA. The protein sequence of the target gene is MAKLETLPVRADPGRDPLLAFAPRPSELGPPDPRLAMGSVGSGVAHAQEFAMKSVGTRTGGGGSQGSFPGPRGSGSGASRERPGRYPSEDKGLANSLYLNGELRGSDHTDVCGNVVGSSGGSSSSGGSDKAPPQYREPSHPPKLLATSGKLDQCSEPLVRPSAFKPVVPKNFHSMQNLCPPQTNGTPEGRQGPGGLKGGLDKSRTMTPAGGSGSGLSDSGRNSLTSLPTYSSSYSQHLAPLSASTSHINRIGTASYGSGSGGSSGGGSGYQDLGTSDSGRASSKSGSSSSMGRPGHLGSG.... Result: 0 (no interaction). (6) The protein sequence of the target gene is MESGARPIGSSCSSPAALSREYKLVMLGAGGVGKSAMTMQFISHRFPEDHDPTIEDAYKIRIRIDDEPANLDILDTAGQAEFTAMRDQYMRAGEGFIICYSITDRRSFHEVREFKQLIYRVRRTDDTPVVLVGNKSDLKQLRQVSKEEGLSLAREFSCPFFETSAAYRYYIDDVFHALVREIRKKEKELVLAMEKKAKPKNSVWKRLKSPFRRKKDSVT. Result: 0 (no interaction). The miRNA is hsa-miR-548al with sequence AACGGCAAUGACUUUUGUACCA. (7) The miRNA is hsa-miR-548c-5p with sequence AAAAGUAAUUGCGGUUUUUGCC. The protein sequence of the target gene is MDASAEQSLPEPGSQDSVAGEDIEIVVNVGGVRQVLYGDLLSQYPETRLAELINCLAGGYDTIFSLCDDYDPGKREFYFDRDPDAFKCVIEVYYFGEVHMKKGICPICFKNEMDFWKVDLKFLDDCCKSHLSEKREELEEIARRVQLILDDLGVDAAEGRWRRCQKCVWKFLEKPESSCPARVVAVLSFLLILVSSVVMCMGTIPELQVVDSEGNRVEHPTLENVETACIGWFTLEYLLRLFSSPNKLHFALSFMNIVDVLAILPFYVSLTLTHLGARMMELTNVQQAVQALRIMRIARI.... Result: 0 (no interaction). (8) The miRNA is hsa-miR-2053 with sequence GUGUUAAUUAAACCUCUAUUUAC. The protein sequence of the target gene is MDPARKAGAQAMIWTAGWLLLLLLRGGAQALECYSCVQKADDGCSPNKMKTVKCAPGVDVCTEAVGAVETIHGQFSLAVRGCGSGLPGKNDRGLDLHGLLAFIQLQQCAQDRCNAKLNLTSRALDPAGNESAYPPNGVECYSCVGLSREACQGTSPPVVSCYNASDHVYKGCFDGNVTLTAANVTVSLPVRGCVQDEFCTRDGVTGPGFTLSGSCCQGSRCNSDLRNKTYFSPRIPPLVRLPPPEPTTVASTTSVTTSTSAPVRPTSTTKPMPAPTSQTPRQGVEHEASRDEEPRLTGGA.... Result: 0 (no interaction). (9) The miRNA is hsa-miR-6753-3p with sequence UGGUCUGUCUCUGCCCUGGCAC. The protein sequence of the target gene is MEAFLGSRSGLWAGGPAPGQFYRIPSTPDSFMDPASALYRGPITRTQNPMVTGTSVLGVKFEGGVVIAADMLGSYGSLARFRNISRIMRVNNSTMLGASGDYADFQYLKQVLGQMVIDEELLGDGHSYSPRAIHSWLTRAMYSRRSKMNPLWNTMVIGGYADGESFLGYVDMLGVAYEAPSLATGYGAYLAQPLLREVLEKQPVLSQTEARDLVERCMRVLYYRDARSYNRFQIATVTEKGVEIEGPLSTETNWDIAHMISGFE. Result: 0 (no interaction). (10) The miRNA is hsa-miR-639 with sequence AUCGCUGCGGUUGCGAGCGCUGU. The protein sequence of the target gene is MVDAAGFESVAQCPRELHQMMAAAADGLGSIALDTTQLNMSVTDPTAWATAMNNLGMVPVGLPGQQLVSDSICVPGFDPGLNMMTGITPINPMIPGLGLVPPPPPTEVAVVKEIIHCKSCTLFPQNPNLPPPSTRERPPGCKTVFVGGLPENATEEIIQEVFEQCGDITAIRKSKKNFCHIRFAEEFMVDKAIYLSGYRMRLGSSTDKKDSGRLHVDFAQARDDFYEWECKQRMRAREERHRRKLEEDRLRPPSPPAIMHYSEHEAALLADKLKDDSKFSEAITVLLSWIERGEVNRRSA.... Result: 0 (no interaction).